This data is from Forward reaction prediction with 1.9M reactions from USPTO patents (1976-2016). The task is: Predict the product of the given reaction. (1) Given the reactants C[O:2][C:3]([C:5]1[C:6]([CH:27]([CH3:29])[CH3:28])=[N:7][C:8]2[C:13]([C:14]=1[C:15]1[CH:20]=[CH:19][CH:18]=[C:17]([O:21][C:22]([F:25])([F:24])[F:23])[CH:16]=1)=[CH:12][C:11]([Cl:26])=[CH:10][CH:9]=2)=[O:4].[I-].[Li+].C(O)(=O)CC(CC(O)=O)(C(O)=O)O, predict the reaction product. The product is: [Cl:26][C:11]1[CH:12]=[C:13]2[C:8](=[CH:9][CH:10]=1)[N:7]=[C:6]([CH:27]([CH3:28])[CH3:29])[C:5]([C:3]([OH:4])=[O:2])=[C:14]2[C:15]1[CH:20]=[CH:19][CH:18]=[C:17]([O:21][C:22]([F:24])([F:23])[F:25])[CH:16]=1. (2) Given the reactants [Cl:1][C:2]1[CH:3]=[C:4]2[C:8](=[CH:9][CH:10]=1)[N:7]([C:11]1[N:15]([CH3:16])[N:14]=[C:13]([CH3:17])[C:12]=1[CH:18]=O)[CH:6]=[CH:5]2.[S:20]1[CH2:24][C:23](=[O:25])[NH:22][C:21]1=[O:26].N1CCCCC1.Cl, predict the reaction product. The product is: [Cl:1][C:2]1[CH:3]=[C:4]2[C:8](=[CH:9][CH:10]=1)[N:7]([C:11]1[N:15]([CH3:16])[N:14]=[C:13]([CH3:17])[C:12]=1/[CH:18]=[C:24]1/[C:23](=[O:25])[NH:22][C:21](=[O:26])[S:20]/1)[CH:6]=[CH:5]2. (3) The product is: [CH3:13][O:14][C:15]1[C:20]([O:21][CH3:22])=[CH:19][CH:18]=[CH:17][C:16]=1[CH2:23][C:24]([N:1]1[CH2:5][CH2:4][C:3]([C:6]2[CH:11]=[CH:10][C:9]([OH:12])=[CH:8][CH:7]=2)=[N:2]1)=[O:25]. Given the reactants [NH:1]1[CH2:5][CH2:4][C:3]([C:6]2[CH:11]=[CH:10][C:9]([OH:12])=[CH:8][CH:7]=2)=[N:2]1.[CH3:13][O:14][C:15]1[C:20]([O:21][CH3:22])=[CH:19][CH:18]=[CH:17][C:16]=1[CH2:23][C:24](O)=[O:25], predict the reaction product. (4) Given the reactants [Cl:1][C:2]1[C:32]([C:33]([F:36])([F:35])[F:34])=[CH:31][CH:30]=[CH:29][C:3]=1[CH2:4][N:5]1[C:10](=[O:11])[C:9]([C:12]([O:14][CH2:15][CH3:16])=[O:13])=[CH:8][N:7]([C:17]2[CH:27]=[CH:26][C:20]3[N:21]([CH3:25])[C:22](=[O:24])[NH:23][C:19]=3[CH:18]=2)[C:6]1=[O:28].Br[CH2:38][CH:39]1[CH2:41][CH2:40]1.C(=O)([O-])[O-].[K+].[K+].[I-].[K+], predict the reaction product. The product is: [Cl:1][C:2]1[C:32]([C:33]([F:36])([F:34])[F:35])=[CH:31][CH:30]=[CH:29][C:3]=1[CH2:4][N:5]1[C:10](=[O:11])[C:9]([C:12]([O:14][CH2:15][CH3:16])=[O:13])=[CH:8][N:7]([C:17]2[CH:27]=[CH:26][C:20]3[N:21]([CH3:25])[C:22](=[O:24])[N:23]([CH2:38][CH:39]4[CH2:41][CH2:40]4)[C:19]=3[CH:18]=2)[C:6]1=[O:28]. (5) Given the reactants FC1C(O[C:9]([C:11]2[N:12]([CH3:33])[C:13]3[C:21]([C:22]=2[Cl:23])=[C:20]2[C:16]([C:17](=[O:25])[NH:18][C:19]2=[O:24])=[C:15]([C:26]2[CH:31]=[CH:30][CH:29]=[CH:28][C:27]=2[Cl:32])[CH:14]=3)=[O:10])=C(F)C(F)=C(F)C=1F.[CH2:38]([CH2:40][NH2:41])[OH:39], predict the reaction product. The product is: [OH:39][CH2:38][CH2:40][NH:41][C:9]([C:11]1[N:12]([CH3:33])[C:13]2[C:21]([C:22]=1[Cl:23])=[C:20]1[C:16]([C:17](=[O:25])[NH:18][C:19]1=[O:24])=[C:15]([C:26]1[CH:31]=[CH:30][CH:29]=[CH:28][C:27]=1[Cl:32])[CH:14]=2)=[O:10].